Predict the reaction yield, written as a fraction of the theoretical maximum amount of product (1.0 means a 100% yield; for example, 0.34 means a 34% yield). From a dataset of Reaction yield outcomes from USPTO patents with 853,638 reactions. (1) The yield is 0.930. The catalyst is CCCCCC.[Cu]I.Cl[Pd](Cl)([P](C1C=CC=CC=1)(C1C=CC=CC=1)C1C=CC=CC=1)[P](C1C=CC=CC=1)(C1C=CC=CC=1)C1C=CC=CC=1. The reactants are [CH3:1][C:2]1[C:3](OS(C(F)(F)F)(=O)=O)=[CH:4][C:5]2[C:6]([CH3:14])([CH3:13])[CH2:7][CH2:8][C:9](=[O:12])[C:10]=2[CH:11]=1.C(N(CC)CC)C.[CH3:30][Si:31]([C:34]#[CH:35])([CH3:33])[CH3:32].C(OCC)(=O)C. The product is [CH3:13][C:6]1([CH3:14])[C:5]2[C:10](=[CH:11][C:2]([CH3:1])=[C:3]([C:35]#[C:34][Si:31]([CH3:33])([CH3:32])[CH3:30])[CH:4]=2)[C:9](=[O:12])[CH2:8][CH2:7]1. (2) The product is [Cl:12][C:13]1[CH:14]=[C:15]([CH:16]=[CH:17][C:18]=1[Cl:19])[O:20][CH2:2][C:3]1[C:8]([N+:9]([O-:11])=[O:10])=[CH:7][CH:6]=[CH:5][N:4]=1. The yield is 0.720. The reactants are Br[CH2:2][C:3]1[C:8]([N+:9]([O-:11])=[O:10])=[CH:7][CH:6]=[CH:5][N:4]=1.[Cl:12][C:13]1[CH:14]=[C:15]([OH:20])[CH:16]=[CH:17][C:18]=1[Cl:19]. No catalyst specified. (3) The reactants are [CH3:1][C:2]1[O:6][N:5]=[C:4]([C:7]2[CH:12]=[CH:11][CH:10]=[CH:9][CH:8]=2)[C:3]=1[C:13]([NH:15][NH2:16])=[O:14].[F:17][C:18]1[CH:26]=[CH:25][C:21]([C:22](O)=O)=[CH:20][CH:19]=1. No catalyst specified. The product is [F:17][C:18]1[CH:26]=[CH:25][C:21]([C:22]2[O:14][C:13]([C:3]3[C:4]([C:7]4[CH:12]=[CH:11][CH:10]=[CH:9][CH:8]=4)=[N:5][O:6][C:2]=3[CH3:1])=[N:15][N:16]=2)=[CH:20][CH:19]=1. The yield is 0.400. (4) The reactants are [CH3:1][O:2][C:3](=[O:65])[CH2:4][NH:5][C:6]([C:8]1([NH:11][C:12](=[O:64])[C@H:13]([NH:35][C:36](=[O:63])[C@H:37]([NH:45][C:46](OCC2C3C=CC=CC=3C3C2=CC=CC=3)=[O:47])[CH2:38][C:39]2[CH:44]=[CH:43][CH:42]=[CH:41][CH:40]=2)[CH2:14][S:15][C:16]([C:29]2[CH:34]=[CH:33][CH:32]=[CH:31][CH:30]=2)([C:23]2[CH:28]=[CH:27][CH:26]=[CH:25][CH:24]=2)[C:17]2[CH:22]=[CH:21][CH:20]=[CH:19][CH:18]=2)[CH2:10][CH2:9]1)=[O:7].N([CH2:69][CH3:70])CC.[OH:71][C@H:72](/[CH:77]=[CH:78]/[CH2:79][CH2:80][S:81][C:82](C1C=CC=CC=1)([C:89]1[CH:94]=[CH:93][CH:92]=[CH:91][CH:90]=1)[C:83]1[CH:88]=[CH:87][CH:86]=[CH:85][CH:84]=1)[CH2:73]C(O)=O.[CH2:101]1[CH2:105]N([P+](ON2N=NC3C=CC=CC2=3)(N2CCCC2)N2CCCC2)[CH2:103][CH2:102]1.F[P-](F)(F)(F)(F)F.C(N(C(C)C)C(C)C)C. The catalyst is CC#N.C(Cl)Cl. The product is [CH3:1][O:2][C:3](=[O:65])[CH2:4][NH:5][C:6]([C:8]1([NH:11][C:12](=[O:64])[C@H:13]([NH:35][C:36](=[O:63])[C@H:37]([NH:45][C:46](=[O:47])[CH2:73][C@H:72]([OH:71])/[CH:77]=[CH:78]/[CH2:79][CH2:80][S:81][C:82]([C:70]2[CH:69]=[CH:103][CH:102]=[CH:101][CH:105]=2)([C:89]2[CH:90]=[CH:91][CH:92]=[CH:93][CH:94]=2)[C:83]2[CH:84]=[CH:85][CH:86]=[CH:87][CH:88]=2)[CH2:38][C:39]2[CH:40]=[CH:41][CH:42]=[CH:43][CH:44]=2)[CH2:14][S:15][C:16]([C:29]2[CH:34]=[CH:33][CH:32]=[CH:31][CH:30]=2)([C:23]2[CH:28]=[CH:27][CH:26]=[CH:25][CH:24]=2)[C:17]2[CH:18]=[CH:19][CH:20]=[CH:21][CH:22]=2)[CH2:9][CH2:10]1)=[O:7]. The yield is 0.870. (5) The reactants are [Cl:1][C:2]1[CH:7]=[C:6](Cl)[N:5]=[C:4]([S:9][CH3:10])[N:3]=1.Cl.[CH3:12][O:13][NH2:14].C(NC(C)C)(C)C. The catalyst is CN(C)C=O.C(OCC)(=O)C. The product is [Cl:1][C:2]1[N:3]=[C:4]([S:9][CH3:10])[N:5]=[C:6]([NH:14][O:13][CH3:12])[CH:7]=1. The yield is 0.670. (6) The reactants are [NH2:1][CH2:2][C:3]1[N:4]=[CH:5][C:6]([CH2:9][N:10]2[C:15]([CH3:16])=[CH:14][C:13]([O:17][CH2:18][C:19]3[CH:24]=[CH:23][C:22]([F:25])=[CH:21][C:20]=3[F:26])=[C:12]([Br:27])[C:11]2=[O:28])=[N:7][CH:8]=1.CN1CCOCC1.[CH3:36][S:37](Cl)(=[O:39])=[O:38].CN=C=O. The catalyst is CN(C)C=O.O1CCCC1. The product is [Br:27][C:12]1[C:11](=[O:28])[N:10]([CH2:9][C:6]2[N:7]=[CH:8][C:3]([CH2:2][NH:1][S:37]([CH3:36])(=[O:39])=[O:38])=[N:4][CH:5]=2)[C:15]([CH3:16])=[CH:14][C:13]=1[O:17][CH2:18][C:19]1[CH:24]=[CH:23][C:22]([F:25])=[CH:21][C:20]=1[F:26]. The yield is 0.230.